From a dataset of Experimentally validated miRNA-target interactions with 360,000+ pairs, plus equal number of negative samples. Binary Classification. Given a miRNA mature sequence and a target amino acid sequence, predict their likelihood of interaction. (1) The miRNA is hsa-miR-519b-3p with sequence AAAGUGCAUCCUUUUAGAGGUU. The protein sequence of the target gene is MASKVTDAIVWYQKKEFLSVATTAPGPQQVLPGYCQCSLKDQGLFIQCLIGAYDQQIWEKSVEQREIKFIKLGLRNKPKKTAHVKPDLIDVDLVRGSAFAKAKPESPWTSLTRKGIVRVVFFPFFFRWWLQVTSKVIFFWLLVLYLLQVAAIVLFCSTSSPHSIPLTEVIGPIWLMLLLGTVHCQIVSTRTPKPPLSTGGKRRRKLRKAAHLEVHREGDGSSTTDNTQEGAVQNHGTSTSHSVGTVFRDLWHAAFFLSGSKKAKNSIDKSTETDNGYVSLDGKKTVKSGEDGIQNHEPQC.... Result: 1 (interaction). (2) The miRNA is hsa-miR-2052 with sequence UGUUUUGAUAACAGUAAUGU. The protein sequence of the target gene is MNSMTSAVPVANSVLVVAPHNGYPVTPGIMSHVPLYPNSQPQVHLVPGNPPSLVSNVNGQPVQKALKEGKTLGAIQIIIGLAHIGLGSIMATVLVGEYLSISFYGGFPFWGGLWFIISGSLSVAAENQPYSYCLLSGSLGLNIVSAICSAVGVILFITDLSIPHPYAYPDYYPYAWGVNPGMAISGVLLVFCLLEFGIACASSHFGCQLVCCQSSNVSVIYPNIYAANPVITPEPVTSPPSYSSEIQANK. Result: 0 (no interaction). (3) The miRNA is ath-miR160b with sequence UGCCUGGCUCCCUGUAUGCCA. The protein sequence of the target gene is MAENDVDNELLDYEDDEVETAAGADGTEAPAKKDVKGSYVSIHSSGFRDFLLKPELLRAIVDCGFEHPSEVQHECIPQAILGMDVLCQAKSGMGKTAVFVLATLQQLEPVTGQVSVLVMCHTRELAFQISKEYERFSKYMPNVKVAVFFGGLSIKKDEEVLKKNCPHIVVGTPGRILALARNKSLNLKHIKHFILDECDKMLEQLDMRRDVQEIFRMTPHEKQVMMFSATLSKEIRPVCRKFMQDPMEIFVDDETKLTLHGLQQYYVKLKDNEKNRKLFDLLDVLEFNQVVIFVKSVQRC.... Result: 0 (no interaction). (4) The miRNA is hsa-miR-4999-3p with sequence UCACUACCUGACAAUACAGU. The protein sequence of the target gene is MGKRLDLSTLTDEEAEHVWAVVQRDFDLRRREEERLQGLKGKIQKESSKRELLSDTAHLNETHCARCLQPYRLLLNSRRQCLECSLFVCKSCSHAHPEEQGWLCDPCHLARVVKIGSLEWYYQHVRARFKRFGSAKVIRSLCGRLQGGGGSEPSLEEGNGDSEQTDEDGDLDTEARDQPLNSKKKKRLLSFRDVDFEEDSDHLVQPCSQTLGLSSVPESAHSLQSLSGEPYSEDTTSLEPEGLEETGARALGCRPSPEVQPCSPLPSGEDAHAELDSPAASCKSAFGTTAMPGTDDVRGK.... Result: 0 (no interaction).